This data is from Catalyst prediction with 721,799 reactions and 888 catalyst types from USPTO. The task is: Predict which catalyst facilitates the given reaction. (1) Reactant: [H-].[Na+].[OH:3][C:4]1[CH:5]=[C:6]([C:10](=[O:12])[CH3:11])[CH:7]=[CH:8][CH:9]=1.[C:13]([O:17][C:18](=[O:21])[CH2:19]Br)([CH3:16])([CH3:15])[CH3:14]. Product: [C:13]([O:17][C:18]([CH2:19][O:3][C:4]1[CH:5]=[C:6]([C:10](=[O:12])[CH3:11])[CH:7]=[CH:8][CH:9]=1)=[O:21])([CH3:16])([CH3:15])[CH3:14]. The catalyst class is: 3. (2) Reactant: [CH3:1][O:2][C:3]1[CH:4]=[C:5]([C:13]2[CH:14]=[C:15]([CH:21]=[CH:22][N:23]=2)[C:16]([O:18]CC)=[O:17])[CH:6]=[C:7]([O:11][CH3:12])[C:8]=1[O:9][CH3:10].[OH-].[K+]. Product: [CH3:12][O:11][C:7]1[CH:6]=[C:5]([C:13]2[CH:14]=[C:15]([CH:21]=[CH:22][N:23]=2)[C:16]([OH:18])=[O:17])[CH:4]=[C:3]([O:2][CH3:1])[C:8]=1[O:9][CH3:10]. The catalyst class is: 8. (3) Reactant: FC(F)(F)C(O)=O.[CH3:8][C:9]1[C:17]([C@@H:18]2[O:23][CH2:22][C@@H:21]3[CH2:24][NH:25][CH2:26][CH2:27][N:20]3[CH2:19]2)=[CH:16][CH:15]=[C:14]2[C:10]=1[CH2:11][O:12][C:13]2=[O:28].[N:29]1([C:34]2[CH:39]=[CH:38][C:37]([CH2:40][C:41](O)=[O:42])=[CH:36][CH:35]=2)[CH:33]=[N:32][N:31]=[N:30]1.C(Cl)CCl. Product: [CH3:8][C:9]1[C:10]2[CH2:11][O:12][C:13](=[O:28])[C:14]=2[CH:15]=[CH:16][C:17]=1[C@@H:18]1[O:23][CH2:22][C@@H:21]2[CH2:24][N:25]([C:41](=[O:42])[CH2:40][C:37]3[CH:36]=[CH:35][C:34]([N:29]4[CH:33]=[N:32][N:31]=[N:30]4)=[CH:39][CH:38]=3)[CH2:26][CH2:27][N:20]2[CH2:19]1. The catalyst class is: 448. (4) Reactant: [C:1]1([C@@H:7]([NH2:9])[CH3:8])[CH:6]=[CH:5][CH:4]=[CH:3][CH:2]=1.[C:10]([O:14][CH2:15][CH3:16])(=[O:13])[CH:11]=O. Product: [C:1]1([C@H:7](/[N:9]=[CH:11]\[C:10]([O:14][CH2:15][CH3:16])=[O:13])[CH3:8])[CH:6]=[CH:5][CH:4]=[CH:3][CH:2]=1. The catalyst class is: 11.